From a dataset of Full USPTO retrosynthesis dataset with 1.9M reactions from patents (1976-2016). Predict the reactants needed to synthesize the given product. Given the product [Br:1][C:2]1[CH:7]=[C:6]([F:8])[C:5]2[C:13](=[O:14])[O:10][CH2:9][C:4]=2[CH:3]=1, predict the reactants needed to synthesize it. The reactants are: [Br:1][C:2]1[CH:3]=[C:4]([CH2:9][OH:10])[CH:5]=[C:6]([F:8])[CH:7]=1.FC(F)(F)[C:13]([O-])=[O:14].[Tl+].C(O)(C(F)(F)F)=O.[Cl-].[Li+].[O-2].[Mg+2].